Dataset: NCI-60 drug combinations with 297,098 pairs across 59 cell lines. Task: Regression. Given two drug SMILES strings and cell line genomic features, predict the synergy score measuring deviation from expected non-interaction effect. Drug 1: CNC(=O)C1=CC=CC=C1SC2=CC3=C(C=C2)C(=NN3)C=CC4=CC=CC=N4. Drug 2: C1=CC(=C2C(=C1NCCNCCO)C(=O)C3=C(C=CC(=C3C2=O)O)O)NCCNCCO. Cell line: SK-MEL-28. Synergy scores: CSS=50.0, Synergy_ZIP=10.5, Synergy_Bliss=9.55, Synergy_Loewe=-14.4, Synergy_HSA=6.91.